The task is: Predict the reactants needed to synthesize the given product.. This data is from Full USPTO retrosynthesis dataset with 1.9M reactions from patents (1976-2016). (1) Given the product [F:30][C:31]1[CH:36]=[CH:35][C:34]([F:37])=[CH:33][C:32]=1[CH2:38][CH:39]([NH:41][C:2]1[CH:7]=[CH:6][NH:5][C:4](=[O:8])[C:3]=1[C:9]1[NH:29][C:12]2=[CH:13][C:14]3[C:15](=[O:28])[N:16]([CH:21]4[CH2:26][CH2:25][N:24]([CH3:27])[CH2:23][CH2:22]4)[C:17](=[O:20])[C:18]=3[CH:19]=[C:11]2[N:10]=1)[CH3:40], predict the reactants needed to synthesize it. The reactants are: Cl[C:2]1[CH:7]=[CH:6][NH:5][C:4](=[O:8])[C:3]=1[C:9]1[NH:29][C:12]2=[CH:13][C:14]3[C:15](=[O:28])[N:16]([CH:21]4[CH2:26][CH2:25][N:24]([CH3:27])[CH2:23][CH2:22]4)[C:17](=[O:20])[C:18]=3[CH:19]=[C:11]2[N:10]=1.[F:30][C:31]1[CH:36]=[CH:35][C:34]([F:37])=[CH:33][C:32]=1[CH2:38][CH:39]([NH2:41])[CH3:40].C(N(CC)C(C)C)(C)C. (2) Given the product [CH3:36][O:37][C:38](=[O:54])[CH:39]([NH:43][S:44]([C:47]1[CH:48]=[CH:49][C:50]([C:9]2[CH:10]=[CH:11][C:12]([CH2:13][O:14][C:15]3[C:24]4[C:19](=[C:20]([C:25]([F:26])([F:28])[F:27])[CH:21]=[CH:22][CH:23]=4)[N:18]=[C:17]([C:29]([F:30])([F:31])[F:32])[CH:16]=3)=[CH:33][CH:34]=2)=[CH:51][CH:52]=1)(=[O:46])=[O:45])[CH:40]([CH3:42])[CH3:41], predict the reactants needed to synthesize it. The reactants are: CC1(C)C(C)(C)OB([C:9]2[CH:34]=[CH:33][C:12]([CH2:13][O:14][C:15]3[C:24]4[C:19](=[C:20]([C:25]([F:28])([F:27])[F:26])[CH:21]=[CH:22][CH:23]=4)[N:18]=[C:17]([C:29]([F:32])([F:31])[F:30])[CH:16]=3)=[CH:11][CH:10]=2)O1.[CH3:36][O:37][C:38](=[O:54])[CH:39]([NH:43][S:44]([C:47]1[CH:52]=[CH:51][C:50](Br)=[CH:49][CH:48]=1)(=[O:46])=[O:45])[CH:40]([CH3:42])[CH3:41].C([O-])([O-])=O.[K+].[K+]. (3) Given the product [C:1]([CH2:3][CH2:4][CH:5]([C:13]([NH:15][S:16](/[CH:19]=[CH:20]/[C:21]1[CH:22]=[CH:23][CH:24]=[CH:25][CH:26]=1)(=[O:17])=[O:18])=[O:14])[C:6]([N:32]([C:31]1[CH:36]=[CH:37][C:28]([F:27])=[CH:29][CH:30]=1)[CH:33]([CH3:35])[CH3:34])=[O:7])#[N:2], predict the reactants needed to synthesize it. The reactants are: [C:1]([CH2:3][CH2:4][CH:5]([C:13]([NH:15][S:16](/[CH:19]=[CH:20]/[C:21]1[CH:26]=[CH:25][CH:24]=[CH:23][CH:22]=1)(=[O:18])=[O:17])=[O:14])[C:6](N(CC)CC)=[O:7])#[N:2].[F:27][C:28]1[CH:37]=[CH:36][C:31]([NH:32][CH:33]([CH3:35])[CH3:34])=[CH:30][CH:29]=1. (4) Given the product [ClH:52].[ClH:52].[F:33][C@H:25]1[CH2:26][C:27]2[C:32](=[CH:31][CH:30]=[CH:29][CH:28]=2)[C@@H:24]1[NH:23][C:22]([C@@H:21]1[CH2:20][N:19]2[CH2:35][CH2:36][CH2:37][C@@H:18]2[CH2:17][N:16]1[C:14](=[O:15])[C@@H:13]([NH:12][C:10](=[O:11])[C@H:9]([CH3:44])[NH:7][CH3:6])[CH:38]1[CH2:43][CH2:42][O:41][CH2:40][CH2:39]1)=[O:34], predict the reactants needed to synthesize it. The reactants are: C(O[C:6](=O)[N:7]([C@@H:9]([CH3:44])[C:10]([NH:12][C@@H:13]([CH:38]1[CH2:43][CH2:42][O:41][CH2:40][CH2:39]1)[C:14]([N:16]1[C@H:21]([C:22](=[O:34])[NH:23][C@H:24]2[C:32]3[C:27](=[CH:28][CH:29]=[CH:30][CH:31]=3)[CH2:26][C@@H:25]2[F:33])[CH2:20][N:19]2[CH2:35][CH2:36][CH2:37][C@@H:18]2[CH2:17]1)=[O:15])=[O:11])C)(C)(C)C.C(OCC)(=O)C.[ClH:52]. (5) Given the product [OH:25][CH:19]1[CH:20]([OH:24])[CH:21]([CH3:23])[O:22][CH:18]1[N:14]1[CH:15]=[CH:16][C:10]([NH2:9])=[N:11][C:12]1=[O:13], predict the reactants needed to synthesize it. The reactants are: CCCCCOC([NH:9][C:10]1[C:16](F)=[CH:15][N:14]([C@@H:18]2[O:22][C@H:21]([CH3:23])[C@@H:20]([OH:24])[C@H:19]2[OH:25])[C:12](=[O:13])[N:11]=1)=O.CN(C=O)C.C(=O)([O-])[O-].[K+].[K+]. (6) Given the product [Cl:34][C:2]1[N:7]2[N:8]=[C:9]([CH:11]([CH3:13])[CH3:12])[N:10]=[C:6]2[N:5]=[C:4]([CH3:14])[C:3]=1[CH:15]([CH2:20][CH2:21][CH3:22])[C:16]([O:18][CH3:19])=[O:17], predict the reactants needed to synthesize it. The reactants are: O[C:2]1[N:7]2[N:8]=[C:9]([CH:11]([CH3:13])[CH3:12])[N:10]=[C:6]2[N:5]=[C:4]([CH3:14])[C:3]=1[CH:15]([CH2:20][CH2:21][CH3:22])[C:16]([O:18][CH3:19])=[O:17].CN(C)C1C=CC=CC=1.P(Cl)(Cl)([Cl:34])=O. (7) Given the product [C:1]([O:5][C:6]([N:8]1[CH2:9][CH2:10][CH:11]([C:14]2[CH:19]=[CH:18][C:17]([C:30]3[CH:35]=[N:34][C:33]([NH:36][C:37]4[CH:38]=[N:39][C:40]([C:43]([F:45])([F:46])[F:44])=[CH:41][CH:42]=4)=[CH:32][CH:31]=3)=[CH:16][CH:15]=2)[CH2:12][CH2:13]1)=[O:7])([CH3:3])([CH3:2])[CH3:4], predict the reactants needed to synthesize it. The reactants are: [C:1]([O:5][C:6]([N:8]1[CH2:13][CH2:12][CH:11]([C:14]2[CH:19]=[CH:18][C:17](B3OC(C)(C)C(C)(C)O3)=[CH:16][CH:15]=2)[CH2:10][CH2:9]1)=[O:7])([CH3:4])([CH3:3])[CH3:2].Br[C:30]1[CH:31]=[CH:32][C:33]([NH:36][C:37]2[CH:38]=[N:39][C:40]([C:43]([F:46])([F:45])[F:44])=[CH:41][CH:42]=2)=[N:34][CH:35]=1.C([O-])([O-])=O.[Na+].[Na+].